From a dataset of Reaction yield outcomes from USPTO patents with 853,638 reactions. Predict the reaction yield, written as a fraction of the theoretical maximum amount of product (1.0 means a 100% yield; for example, 0.34 means a 34% yield). The reactants are [C:1]([NH:4][C:5]1[CH:10]=[CH:9][C:8]([C:11](=[C:25]2[CH2:30][CH2:29][N:28]([CH2:31]C3C=CC=CC=3F)[CH2:27][CH2:26]2)[C:12]2[CH:24]=[CH:23][C:15]([C:16]([N:18]([CH2:21][CH3:22])[CH2:19][CH3:20])=[O:17])=[CH:14][CH:13]=2)=[CH:7][CH:6]=1)(=[O:3])[CH3:2].C(NC1C=CC(C(=C2CCNCC2)C2C=CC(C(N(CC)CC)=O)=CC=2)=CC=1)(=O)C.C(O)(C(F)(F)F)=O.[F:76][C:77]1[CH:78]=[C:79]([CH:82]=[CH:83][CH:84]=1)C=O. No catalyst specified. The product is [C:1]([NH:4][C:5]1[CH:6]=[CH:7][C:8]([C:11](=[C:25]2[CH2:30][CH2:29][N:28]([CH2:31][C:83]3[CH:82]=[CH:79][CH:78]=[C:77]([F:76])[CH:84]=3)[CH2:27][CH2:26]2)[C:12]2[CH:13]=[CH:14][C:15]([C:16]([N:18]([CH2:21][CH3:22])[CH2:19][CH3:20])=[O:17])=[CH:23][CH:24]=2)=[CH:9][CH:10]=1)(=[O:3])[CH3:2]. The yield is 0.580.